Dataset: NCI-60 drug combinations with 297,098 pairs across 59 cell lines. Task: Regression. Given two drug SMILES strings and cell line genomic features, predict the synergy score measuring deviation from expected non-interaction effect. (1) Synergy scores: CSS=13.7, Synergy_ZIP=-5.36, Synergy_Bliss=-0.646, Synergy_Loewe=-3.11, Synergy_HSA=-0.462. Drug 2: CN(C(=O)NC(C=O)C(C(C(CO)O)O)O)N=O. Cell line: HS 578T. Drug 1: CC(CN1CC(=O)NC(=O)C1)N2CC(=O)NC(=O)C2. (2) Drug 1: CC(CN1CC(=O)NC(=O)C1)N2CC(=O)NC(=O)C2. Drug 2: CN(C)C1=NC(=NC(=N1)N(C)C)N(C)C. Cell line: A549. Synergy scores: CSS=28.6, Synergy_ZIP=0.917, Synergy_Bliss=-0.966, Synergy_Loewe=-16.1, Synergy_HSA=-3.62. (3) Drug 1: C1CCC(CC1)NC(=O)N(CCCl)N=O. Drug 2: C1=NC2=C(N=C(N=C2N1C3C(C(C(O3)CO)O)F)Cl)N. Cell line: COLO 205. Synergy scores: CSS=28.7, Synergy_ZIP=-12.3, Synergy_Bliss=-12.3, Synergy_Loewe=-18.8, Synergy_HSA=-9.02. (4) Drug 1: CCCS(=O)(=O)NC1=C(C(=C(C=C1)F)C(=O)C2=CNC3=C2C=C(C=N3)C4=CC=C(C=C4)Cl)F. Drug 2: C1=NC2=C(N1)C(=S)N=CN2. Cell line: OVCAR-4. Synergy scores: CSS=19.4, Synergy_ZIP=-15.0, Synergy_Bliss=-16.2, Synergy_Loewe=-55.4, Synergy_HSA=-17.9. (5) Cell line: U251. Drug 2: C1=CN(C(=O)N=C1N)C2C(C(C(O2)CO)O)O.Cl. Synergy scores: CSS=42.7, Synergy_ZIP=-2.35, Synergy_Bliss=-1.63, Synergy_Loewe=-13.3, Synergy_HSA=1.77. Drug 1: CC1=C2C(C(=O)C3(C(CC4C(C3C(C(C2(C)C)(CC1OC(=O)C(C(C5=CC=CC=C5)NC(=O)OC(C)(C)C)O)O)OC(=O)C6=CC=CC=C6)(CO4)OC(=O)C)OC)C)OC. (6) Drug 1: C1CCC(CC1)NC(=O)N(CCCl)N=O. Drug 2: N.N.Cl[Pt+2]Cl. Cell line: UO-31. Synergy scores: CSS=14.0, Synergy_ZIP=0.309, Synergy_Bliss=5.61, Synergy_Loewe=7.95, Synergy_HSA=7.89. (7) Drug 1: CN(C)N=NC1=C(NC=N1)C(=O)N. Drug 2: N.N.Cl[Pt+2]Cl. Cell line: U251. Synergy scores: CSS=11.6, Synergy_ZIP=-0.0136, Synergy_Bliss=3.92, Synergy_Loewe=2.87, Synergy_HSA=4.46.